This data is from Forward reaction prediction with 1.9M reactions from USPTO patents (1976-2016). The task is: Predict the product of the given reaction. (1) The product is: [NH2:33][CH2:32][CH2:31][S:28]([NH:27][CH2:26][C@@H:16]1[C@@H:15]([NH:14][C:10]2[N:9]=[C:8]([N:1]3[CH2:7][CH2:6][CH2:5][CH2:4][CH2:3][CH2:2]3)[CH:13]=[CH:12][N:11]=2)[CH2:19][CH2:18][N:17]1[CH:20]1[CH2:25][CH2:24][CH2:23][CH2:22][CH2:21]1)(=[O:29])=[O:30]. Given the reactants [N:1]1([C:8]2[CH:13]=[CH:12][N:11]=[C:10]([NH:14][C@H:15]3[CH2:19][CH2:18][N:17]([CH:20]4[CH2:25][CH2:24][CH2:23][CH2:22][CH2:21]4)[C@@H:16]3[CH2:26][NH:27][S:28]([CH2:31][CH2:32][N:33]3C(=O)C4C(=CC=CC=4)C3=O)(=[O:30])=[O:29])[N:9]=2)[CH2:7][CH2:6][CH2:5][CH2:4][CH2:3][CH2:2]1, predict the reaction product. (2) Given the reactants C[O:2][C:3](=[O:17])[C:4]1[CH:9]=[CH:8][C:7]([N:10]2[CH2:14][CH2:13][C@H:12]([CH3:15])[CH2:11]2)=[CH:6][C:5]=1[CH3:16].CO.O.[OH-].[Li+], predict the reaction product. The product is: [CH3:16][C:5]1[CH:6]=[C:7]([N:10]2[CH2:14][CH2:13][C@H:12]([CH3:15])[CH2:11]2)[CH:8]=[CH:9][C:4]=1[C:3]([OH:17])=[O:2]. (3) The product is: [CH2:33]([O:32][C:30](=[O:31])[C:29]([NH:35][C:36]([O:38][CH2:39][CH:40]=[CH2:41])=[O:37])([CH2:23][C:21]1[O:20][N:19]=[C:18]([CH:14]2[CH2:15][CH2:16][CH2:17][N:13]2[C:11]([O:10][C:6]([CH3:9])([CH3:8])[CH3:7])=[O:12])[CH:22]=1)[C:28]([O:27][CH2:25][CH3:26])=[O:42])[CH3:34]. Given the reactants CN(C)C=O.[C:6]([O:10][C:11]([N:13]1[CH2:17][CH2:16][CH2:15][CH:14]1[C:18]1[CH:22]=[C:21]([CH2:23]Br)[O:20][N:19]=1)=[O:12])([CH3:9])([CH3:8])[CH3:7].[CH2:25]([O:27][C:28](=[O:42])[CH:29]([NH:35][C:36]([O:38][CH2:39][CH:40]=[CH2:41])=[O:37])[C:30]([O:32][CH2:33][CH3:34])=[O:31])[CH3:26].C(=O)([O-])[O-].[Cs+].[Cs+], predict the reaction product. (4) Given the reactants O/[N:2]=[CH:3]/[C:4]1[CH:9]=[CH:8][C:7]([C@H:10]2[O:15][CH2:14][CH2:13][N:12]([C:16]([O:18][C:19]([CH3:22])([CH3:21])[CH3:20])=[O:17])[CH2:11]2)=[CH:6][CH:5]=1, predict the reaction product. The product is: [NH2:2][CH2:3][C:4]1[CH:5]=[CH:6][C:7]([C@H:10]2[O:15][CH2:14][CH2:13][N:12]([C:16]([O:18][C:19]([CH3:22])([CH3:21])[CH3:20])=[O:17])[CH2:11]2)=[CH:8][CH:9]=1. (5) Given the reactants [H-].[Na+].FC(F)(F)C(O)=O.[F:10][C:11]1[C:16]([F:17])=[CH:15][CH:14]=[CH:13][C:12]=1[CH2:18][S:19][C:20]1[N:25]=[C:24]([NH:26][S:27]([N:30]2[CH2:35][CH2:34][NH:33][CH2:32][CH2:31]2)(=[O:29])=[O:28])[CH:23]=[C:22]([O:36][CH3:37])[N:21]=1.Br[CH2:39][C:40]([O:42][CH2:43][CH3:44])=[O:41], predict the reaction product. The product is: [CH2:43]([O:42][C:40](=[O:41])[CH2:39][N:33]1[CH2:32][CH2:31][N:30]([S:27](=[O:29])(=[O:28])[NH:26][C:24]2[CH:23]=[C:22]([O:36][CH3:37])[N:21]=[C:20]([S:19][CH2:18][C:12]3[CH:13]=[CH:14][CH:15]=[C:16]([F:17])[C:11]=3[F:10])[N:25]=2)[CH2:35][CH2:34]1)[CH3:44]. (6) The product is: [C:27]1([CH:26]([C:33]2[CH:34]=[CH:35][CH:36]=[CH:37][CH:38]=2)[CH2:25][N:15]([CH2:16][C:17]2[CH:22]=[CH:21][CH:20]=[C:19]([O:23][CH3:24])[CH:18]=2)[CH2:14][CH2:13][CH2:12][O:11][C:7]2[CH:6]=[C:5]([CH2:4][C:3]([OH:39])=[O:2])[CH:10]=[CH:9][CH:8]=2)[CH:28]=[CH:29][CH:30]=[CH:31][CH:32]=1. Given the reactants C[O:2][C:3](=[O:39])[CH2:4][C:5]1[CH:10]=[CH:9][CH:8]=[C:7]([O:11][CH2:12][CH2:13][CH2:14][N:15]([CH2:25][CH:26]([C:33]2[CH:38]=[CH:37][CH:36]=[CH:35][CH:34]=2)[C:27]2[CH:32]=[CH:31][CH:30]=[CH:29][CH:28]=2)[CH2:16][C:17]2[CH:22]=[CH:21][CH:20]=[C:19]([O:23][CH3:24])[CH:18]=2)[CH:6]=1.[OH-].[Na+], predict the reaction product. (7) Given the reactants [CH2:1]([O:8][C:9]([N:11]1[CH:16]([CH2:17][CH3:18])[CH2:15][C:14](=O)[CH2:13][CH:12]1[CH2:20][C:21]1[CH:26]=[CH:25][CH:24]=[CH:23][CH:22]=1)=[O:10])[C:2]1[CH:7]=[CH:6][CH:5]=[CH:4][CH:3]=1.[F:27][C:28]([F:42])([F:41])[C:29]1[CH:30]=[C:31]([CH:34]=[C:35]([C:37]([F:40])([F:39])[F:38])[CH:36]=1)[CH2:32][NH2:33].C(O)(=O)C.[BH-](OC(C)=O)(OC(C)=O)OC(C)=O.[Na+].[OH-].[Na+], predict the reaction product. The product is: [CH2:1]([O:8][C:9]([N:11]1[CH:16]([CH2:17][CH3:18])[CH2:15][CH:14]([NH:33][CH2:32][C:31]2[CH:34]=[C:35]([C:37]([F:38])([F:39])[F:40])[CH:36]=[C:29]([C:28]([F:27])([F:41])[F:42])[CH:30]=2)[CH2:13][CH:12]1[CH2:20][C:21]1[CH:26]=[CH:25][CH:24]=[CH:23][CH:22]=1)=[O:10])[C:2]1[CH:7]=[CH:6][CH:5]=[CH:4][CH:3]=1.